Task: Predict the reactants needed to synthesize the given product.. Dataset: Full USPTO retrosynthesis dataset with 1.9M reactions from patents (1976-2016) (1) Given the product [CH2:22]1[C:8]2[C:9](=[CH:10][CH:11]=[CH:12][CH:13]=2)[CH2:14][CH2:15][N:20]1[C:21]1[CH:47]=[CH:48][C:49]([CH3:60])=[C:50]([NH:52][C:53](=[O:59])[CH2:54][C:55]([CH3:56])([CH3:57])[CH3:58])[CH:51]=1, predict the reactants needed to synthesize it. The reactants are: C1(P(C2CCCCC2)[C:8]2[CH:13]=[CH:12][CH:11]=[CH:10][C:9]=2[C:14]2C=CC=C[C:15]=2[N:20]([CH3:22])[CH3:21])CCCCC1.CC(C)([O-])C.[K+].C1C2C(=CC=CC=2)CCN1.BrC1[CH:47]=[CH:48][C:49]([CH3:60])=[C:50]([NH:52][C:53](=[O:59])[CH2:54][C:55]([CH3:58])([CH3:57])[CH3:56])[CH:51]=1. (2) Given the product [CH3:25][O:26][C:27](=[O:35])[C:28]1[CH:33]=[CH:32][C:31]([NH:34][C:17](=[O:19])[C@@H:16]([N:15]2[CH2:14][C:5]3[CH2:4][C:3]4[C:2]([Cl:1])=[CH:11][CH:10]=[CH:9][C:8]=4[O:7][C:6]=3[C:12]2=[O:13])[CH2:20][CH:21]([CH3:22])[CH3:23])=[N:30][CH:29]=1, predict the reactants needed to synthesize it. The reactants are: [Cl:1][C:2]1[CH:11]=[CH:10][CH:9]=[C:8]2[C:3]=1[CH2:4][C:5]([CH2:14][N:15](C)[C@@H:16]([CH2:20][CH:21]([CH3:23])[CH3:22])[C:17]([OH:19])=O)=[C:6]([CH:12]=[O:13])[O:7]2.[CH3:25][O:26][C:27](=[O:35])[C:28]1[CH:33]=[CH:32][C:31]([NH2:34])=[N:30][CH:29]=1.ON1C2C=CC=CC=2N=N1. (3) Given the product [CH3:21]/[C:20](=[CH:35]\[CH:34]=[C:33]([CH3:32])[CH2:37][CH2:38][CH2:39][CH2:40][CH3:41])/[C:19]([C:3]1[C:4](=[O:18])[O:5][C:6]([CH:8]([CH3:17])[CH2:9][CH2:10]/[CH:11]=[CH:12]/[C:13]([O:15][CH3:16])=[O:14])=[CH:7][C:2]=1[OH:1])=[O:22], predict the reactants needed to synthesize it. The reactants are: [OH:1][C:2]1[CH:7]=[C:6]([CH:8]([CH3:17])[CH2:9][CH2:10]/[CH:11]=[CH:12]/[C:13]([O:15][CH3:16])=[O:14])[O:5][C:4](=[O:18])[C:3]=1[C:19](=[O:22])[CH2:20][CH3:21].CCN(C(C)C)C(C)C.[CH3:32]/[C:33](/[CH2:37][CH2:38][CH2:39][CH2:40][CH3:41])=[CH:34]\[CH:35]=O. (4) Given the product [NH2:13][C:10]1[CH:11]=[CH:12][C:7]([C:6]([N:5]([CH2:4][CH2:3][N:2]([CH3:1])[CH3:18])[CH3:17])=[O:16])=[CH:8][CH:9]=1, predict the reactants needed to synthesize it. The reactants are: [CH3:1][N:2]([CH3:18])[CH2:3][CH2:4][N:5]([CH3:17])[C:6](=[O:16])[C:7]1[CH:12]=[CH:11][C:10]([N+:13]([O-])=O)=[CH:9][CH:8]=1. (5) Given the product [CH3:31][C:29]([CH3:30])([CH3:32])[CH2:28][C:25]1[CH:26]=[CH:27][C:22]([O:21][CH2:20][CH2:19][CH2:18][O:14][C:11]2[CH:12]=[CH:13][C:7]3[O:6][C:5]([CH2:15][CH3:16])([C:3]([OH:2])=[O:4])[CH2:9][C:8]=3[CH:10]=2)=[C:23]([CH2:33][CH2:34][CH3:35])[CH:24]=1, predict the reactants needed to synthesize it. The reactants are: C[O:2][C:3]([C:5]1([CH2:15][CH3:16])[CH2:9][C:8]2[CH:10]=[C:11]([OH:14])[CH:12]=[CH:13][C:7]=2[O:6]1)=[O:4].I[CH2:18][CH2:19][CH2:20][O:21][C:22]1[CH:27]=[CH:26][C:25]([CH2:28][C:29]([CH3:32])([CH3:31])[CH3:30])=[CH:24][C:23]=1[CH2:33][CH2:34][CH3:35].[I-]. (6) Given the product [CH3:1][CH2:2][C:3]([C:8]([O:10][CH2:11][CH:12]([NH2:15])[CH2:13][CH3:14])=[O:9])([CH3:7])[C:4]([OH:6])=[O:5], predict the reactants needed to synthesize it. The reactants are: [CH3:1][CH2:2][C:3]([C:8]([O:10][CH2:11][CH:12]([NH2:15])[CH2:13][CH3:14])=[O:9])([CH3:7])[C:4]([O-:6])=[O:5].O1CCCC1.CO.[OH-].[Li+]. (7) Given the product [CH3:25][O:26][C:27](=[O:39])[C:28]1[C:33]([NH:34][C:35](=[O:37])[CH3:36])=[CH:32][CH:31]=[C:30]([N:38]2[C:11]([CH3:12])=[CH:10][CH:9]=[C:8]2[C:6]2[CH:7]=[C:2]([Cl:1])[CH:3]=[CH:4][C:5]=2[O:15][CH2:16][C:17]2[CH:22]=[CH:21][CH:20]=[C:19]([F:23])[C:18]=2[F:24])[CH:29]=1, predict the reactants needed to synthesize it. The reactants are: [Cl:1][C:2]1[CH:3]=[CH:4][C:5]([O:15][CH2:16][C:17]2[CH:22]=[CH:21][CH:20]=[C:19]([F:23])[C:18]=2[F:24])=[C:6]([C:8](=O)[CH2:9][CH2:10][C:11](=O)[CH3:12])[CH:7]=1.[CH3:25][O:26][C:27](=[O:39])[C:28]1[C:33]([NH:34][C:35](=[O:37])[CH3:36])=[CH:32][CH:31]=[C:30]([NH2:38])[CH:29]=1.CC1C=CC(S(O)(=O)=O)=CC=1. (8) Given the product [F:9][C:10]1[CH:11]=[CH:12][C:13]([CH2:14][C:15]2[C:16]([OH:17])=[N:4][C:2]([CH3:3])=[N:5][C:20]=2[CH3:21])=[CH:23][CH:24]=1, predict the reactants needed to synthesize it. The reactants are: Cl.[C:2]([NH2:5])(=[NH:4])[CH3:3].C[O-].[Na+].[F:9][C:10]1[CH:24]=[CH:23][C:13]([CH2:14][CH:15]([C:20](=O)[CH3:21])[C:16](OC)=[O:17])=[CH:12][CH:11]=1.O. (9) Given the product [OH:19][CH:6]([CH3:7])[CH2:5][N:4]1[CH2:15][C:16]([CH3:18])([CH3:11])[NH:1][C:2]([CH3:10])([CH3:9])[C:3]1=[O:21], predict the reactants needed to synthesize it. The reactants are: [NH2:1][C:2]([CH3:10])([CH3:9])[CH2:3][NH:4][CH2:5][CH:6](O)[CH3:7].[CH:11](Cl)(Cl)Cl.[CH3:15][C:16]([CH3:18])=O.[OH-:19].[Na+].[OH2:21].